Dataset: Catalyst prediction with 721,799 reactions and 888 catalyst types from USPTO. Task: Predict which catalyst facilitates the given reaction. (1) Reactant: C([NH:4][C:5]1[C:14]([Cl:15])=[CH:13][C:8]([C:9]([O:11]C)=[O:10])=[C:7]([O:16][CH3:17])[CH:6]=1)(=O)C.[OH-].[K+].Cl. The catalyst class is: 8. Product: [NH2:4][C:5]1[C:14]([Cl:15])=[CH:13][C:8]([C:9]([OH:11])=[O:10])=[C:7]([O:16][CH3:17])[CH:6]=1. (2) Reactant: FC1C=C([Cl:10])C=C(F)C=1CN.C(N(CC)C(C)C)(C)C.C(N1C=CN=C1)(N1C=CN=C1)=O.[F:33][C:34]1[CH:63]=[C:62](OC)[CH:61]=[C:60]([F:66])[C:35]=1[CH2:36][N:37]1[C:42]2[N:43]=[CH:44][CH:45]=[CH:46][C:41]=2[S:40](=[O:48])(=[O:47])[N:39]([C:49]2[CH:54]=[CH:53][C:52]([O:55][CH3:56])=[C:51]([O:57][CH3:58])[CH:50]=2)[C:38]1=[O:59]. Product: [Cl:10][CH:36]([N:37]1[C:42]2[N:43]=[CH:44][CH:45]=[CH:46][C:41]=2[S:40](=[O:48])(=[O:47])[N:39]([C:49]2[CH:54]=[CH:53][C:52]([O:55][CH3:56])=[C:51]([O:57][CH3:58])[CH:50]=2)[C:38]1=[O:59])[C:35]1[C:34]([F:33])=[CH:63][CH:62]=[CH:61][C:60]=1[F:66]. The catalyst class is: 3. (3) Reactant: Cl[C:2]1([Cl:14])[CH:7]=[C:6]([C:8]([F:11])([F:10])[F:9])[CH:5]=[CH:4][CH:3]1[NH:12][NH2:13].C(N(CCCC)CCCC)CCC.[Cl:28][C:29]1([Cl:38])[CH2:31][C:30]1([CH3:37])[C:32](Cl)=[N:33][CH2:34][CH3:35].[ClH:39]. Product: [Cl:28][C:29]1([Cl:38])[CH2:31][C:30]1([CH3:37])[C:32](=[N:13][NH:12][C:3]1[C:2]([Cl:14])=[CH:7][C:6]([C:8]([F:9])([F:10])[F:11])=[CH:5][C:4]=1[Cl:39])[NH:33][CH2:34][CH3:35]. The catalyst class is: 93.